This data is from Full USPTO retrosynthesis dataset with 1.9M reactions from patents (1976-2016). The task is: Predict the reactants needed to synthesize the given product. (1) Given the product [C:17]([Si:21]([O:9][CH2:8][C:5]1[CH:6]=[CH:7][C:2]([F:1])=[C:3]([O:10][CH3:11])[CH:4]=1)([C:28]1[CH:33]=[CH:32][CH:31]=[CH:30][CH:29]=1)[C:22]1[CH:23]=[CH:24][CH:25]=[CH:26][CH:27]=1)([CH3:20])([CH3:18])[CH3:19], predict the reactants needed to synthesize it. The reactants are: [F:1][C:2]1[CH:7]=[CH:6][C:5]([CH2:8][OH:9])=[CH:4][C:3]=1[O:10][CH3:11].N1C=CN=C1.[C:17]([Si:21](Cl)([C:28]1[CH:33]=[CH:32][CH:31]=[CH:30][CH:29]=1)[C:22]1[CH:27]=[CH:26][CH:25]=[CH:24][CH:23]=1)([CH3:20])([CH3:19])[CH3:18].Cl. (2) Given the product [CH2:1]([O:8][C:9]1[CH:10]=[CH:11][C:12]([O:19][CH3:20])=[C:13]([CH:18]=1)[C:14]([O:16][CH3:17])=[O:15])[C:2]1[CH:3]=[CH:4][CH:5]=[CH:6][CH:7]=1, predict the reactants needed to synthesize it. The reactants are: [CH2:1]([O:8][C:9]1[CH:10]=[CH:11][C:12]([OH:19])=[C:13]([CH:18]=1)[C:14]([O:16][CH3:17])=[O:15])[C:2]1[CH:7]=[CH:6][CH:5]=[CH:4][CH:3]=1.[C:20]([O-])([O-])=O.[K+].[K+].IC.O. (3) The reactants are: [CH:1]([N-]C(C)C)(C)C.[Li+].[O:9]1[C:13]2([CH2:18][CH2:17][CH:16]([C:19]([O:21][CH2:22][CH3:23])=[O:20])[CH2:15][CH2:14]2)[O:12][CH2:11][CH2:10]1.O.CCOCC. Given the product [CH3:1][C:16]1([C:19]([O:21][CH2:22][CH3:23])=[O:20])[CH2:17][CH2:18][C:13]2([O:12][CH2:11][CH2:10][O:9]2)[CH2:14][CH2:15]1, predict the reactants needed to synthesize it. (4) Given the product [CH3:1][C:2]1([CH3:11])[O:6][C@@H:5]2[CH2:7][CH2:8][C@H:9]([OH:10])[C@@H:4]2[O:3]1, predict the reactants needed to synthesize it. The reactants are: [CH3:1][C:2]1([CH3:11])[O:6][C@@H:5]2[CH2:7][CH2:8][C:9](=[O:10])[C@@H:4]2[O:3]1.[BH4-].[Na+].O. (5) Given the product [CH2:1]([O:3][C:4]([C@@:6]1([CH3:12])[CH2:11][CH2:10][CH2:9][N:8]([C:20]2[CH:25]=[CH:24][C:23]([N+:26]([O-:28])=[O:27])=[C:22]([O:29][CH3:30])[CH:21]=2)[CH2:7]1)=[O:5])[CH3:2], predict the reactants needed to synthesize it. The reactants are: [CH2:1]([O:3][C:4]([C@@:6]1([CH3:12])[CH2:11][CH2:10][CH2:9][NH:8][CH2:7]1)=[O:5])[CH3:2].C(=O)([O-])[O-].[K+].[K+].F[C:20]1[CH:25]=[CH:24][C:23]([N+:26]([O-:28])=[O:27])=[C:22]([O:29][CH3:30])[CH:21]=1.O.